This data is from Full USPTO retrosynthesis dataset with 1.9M reactions from patents (1976-2016). The task is: Predict the reactants needed to synthesize the given product. (1) Given the product [CH:1]1[CH:2]=[CH:3][C:4]([Cl:21])=[C:5]([C:7]2[C:14]3[CH:15]=[C:16]([Cl:19])[CH:17]=[CH:18][C:13]=3[NH:12][C:10](=[O:11])[CH:9]([OH:20])[N:8]=2)[CH:6]=1, predict the reactants needed to synthesize it. The reactants are: [CH:1]1[CH:2]=[CH:3][C:4]([Cl:21])=[C:5]([C:7]2[C:14]3[CH:15]=[C:16]([Cl:19])[CH:17]=[CH:18][C:13]=3[NH:12][C:10](=[O:11])[CH:9]([OH:20])[N:8]=2)[CH:6]=1.C(O)C. (2) Given the product [F:1][C:2]1[C:9]([CH3:10])=[C:8]([N:11]2[C@H:15]([CH3:16])[C@H:14]([OH:17])[C:13]([CH3:19])([CH3:18])[C:12]2=[O:20])[CH:7]=[CH:6][C:3]=1[C:4]#[N:5], predict the reactants needed to synthesize it. The reactants are: [F:1][C:2]1[C:9]([CH3:10])=[C:8]([N:11]2[CH:15]([CH3:16])[C:14](=[O:17])[C:13]([CH3:19])([CH3:18])[C:12]2=[O:20])[CH:7]=[CH:6][C:3]=1[C:4]#[N:5].C([BH-](C(CC)C)C(CC)C)(CC)C.[Li+].C1COCC1. (3) Given the product [F:1][C:2]1[CH:7]=[C:6]([F:8])[CH:5]=[CH:4][C:3]=1[C:9]1[CH:14]=[C:13]([S:15]([CH3:18])(=[O:16])=[O:17])[CH:12]=[C:11]([C:19]([OH:21])=[O:20])[CH:10]=1, predict the reactants needed to synthesize it. The reactants are: [F:1][C:2]1[CH:7]=[C:6]([F:8])[CH:5]=[CH:4][C:3]=1[C:9]1[CH:14]=[C:13]([S:15]([CH3:18])(=[O:17])=[O:16])[CH:12]=[C:11]([C:19]([O:21]C(C)(C)C)=[O:20])[CH:10]=1.FC(F)(F)C(O)=O. (4) Given the product [Br:7][C:8]1[CH:13]=[CH:12][C:11]([N+:14]([O-:16])=[O:15])=[C:10]([C:26](=[C:25]([C:22]2[CH:23]=[CH:24][C:19]([F:18])=[CH:20][CH:21]=2)[OH:32])[C:27]([O:29][CH2:30][CH3:31])=[O:28])[CH:9]=1, predict the reactants needed to synthesize it. The reactants are: C(=O)([O-])[O-].[K+].[K+].[Br:7][C:8]1[CH:13]=[CH:12][C:11]([N+:14]([O-:16])=[O:15])=[C:10](F)[CH:9]=1.[F:18][C:19]1[CH:24]=[CH:23][C:22]([C:25](=[O:32])[CH2:26][C:27]([O:29][CH2:30][CH3:31])=[O:28])=[CH:21][CH:20]=1.Cl.